This data is from NCI-60 drug combinations with 297,098 pairs across 59 cell lines. The task is: Regression. Given two drug SMILES strings and cell line genomic features, predict the synergy score measuring deviation from expected non-interaction effect. (1) Drug 1: C1CCC(C1)C(CC#N)N2C=C(C=N2)C3=C4C=CNC4=NC=N3. Drug 2: CC1=C(C(=CC=C1)Cl)NC(=O)C2=CN=C(S2)NC3=CC(=NC(=N3)C)N4CCN(CC4)CCO. Cell line: MDA-MB-435. Synergy scores: CSS=-6.19, Synergy_ZIP=4.84, Synergy_Bliss=0.262, Synergy_Loewe=-5.23, Synergy_HSA=-6.02. (2) Drug 1: CC1C(C(=O)NC(C(=O)N2CCCC2C(=O)N(CC(=O)N(C(C(=O)O1)C(C)C)C)C)C(C)C)NC(=O)C3=C4C(=C(C=C3)C)OC5=C(C(=O)C(=C(C5=N4)C(=O)NC6C(OC(=O)C(N(C(=O)CN(C(=O)C7CCCN7C(=O)C(NC6=O)C(C)C)C)C)C(C)C)C)N)C. Drug 2: CS(=O)(=O)OCCCCOS(=O)(=O)C. Cell line: SK-MEL-5. Synergy scores: CSS=26.0, Synergy_ZIP=-6.60, Synergy_Bliss=0.0138, Synergy_Loewe=-28.1, Synergy_HSA=-2.62. (3) Drug 1: CN1C2=C(C=C(C=C2)N(CCCl)CCCl)N=C1CCCC(=O)O.Cl. Drug 2: COC1=C2C(=CC3=C1OC=C3)C=CC(=O)O2. Cell line: UACC-257. Synergy scores: CSS=3.79, Synergy_ZIP=-0.532, Synergy_Bliss=0.472, Synergy_Loewe=0.453, Synergy_HSA=0.307. (4) Cell line: NCI-H460. Synergy scores: CSS=24.5, Synergy_ZIP=-5.37, Synergy_Bliss=-1.88, Synergy_Loewe=-8.71, Synergy_HSA=0.910. Drug 1: C1CC2CC3=C(CC1C24CN(S(=O)(=O)N4)CC(F)(F)F)C=CC(=C3)C=CCN5CCC(CC5)C(F)(F)F. Drug 2: CC1CC2C3CCC4=CC(=O)C=CC4(C3(C(CC2(C1(C(=O)CO)O)C)O)F)C. (5) Drug 1: CC1CCC2CC(C(=CC=CC=CC(CC(C(=O)C(C(C(=CC(C(=O)CC(OC(=O)C3CCCCN3C(=O)C(=O)C1(O2)O)C(C)CC4CCC(C(C4)OC)OCCO)C)C)O)OC)C)C)C)OC. Drug 2: N.N.Cl[Pt+2]Cl. Cell line: MOLT-4. Synergy scores: CSS=55.5, Synergy_ZIP=-3.65, Synergy_Bliss=-1.40, Synergy_Loewe=1.54, Synergy_HSA=1.93. (6) Drug 1: CN(C)N=NC1=C(NC=N1)C(=O)N. Drug 2: CC1=C2C(C(=O)C3(C(CC4C(C3C(C(C2(C)C)(CC1OC(=O)C(C(C5=CC=CC=C5)NC(=O)OC(C)(C)C)O)O)OC(=O)C6=CC=CC=C6)(CO4)OC(=O)C)O)C)O. Cell line: NCI-H522. Synergy scores: CSS=46.7, Synergy_ZIP=-5.27, Synergy_Bliss=-8.13, Synergy_Loewe=-54.2, Synergy_HSA=-6.61.